Dataset: Retrosynthesis with 50K atom-mapped reactions and 10 reaction types from USPTO. Task: Predict the reactants needed to synthesize the given product. (1) Given the product C[C@H]1C(=O)N([C@H](CO)CCC(=O)N2CCC3(CC3)[C@H](O)C2)CCN1C(=O)Nc1ccc(C(F)(F)F)c(C(F)(F)F)c1, predict the reactants needed to synthesize it. The reactants are: COC(=O)[C@H](CCC(=O)N1CCC2(CC2)[C@H](O)C1)N1CCN(C(=O)Nc2ccc(C(F)(F)F)c(C(F)(F)F)c2)[C@@H](C)C1=O. (2) Given the product CC(C)(C)OC(=O)N1CCC2(CCC(=NO)c3ccccc32)CC1, predict the reactants needed to synthesize it. The reactants are: CC(C)(C)OC(=O)N1CCC2(CCC(=O)c3ccccc32)CC1.NO. (3) Given the product Nc1nc(Nc2ccc(Oc3ccnc4c3CCN4)c(F)c2)cc(-c2ccc(F)cc2)n1, predict the reactants needed to synthesize it. The reactants are: Nc1ccc(Oc2ccnc3c2CCN3)c(F)c1.Nc1nc(Cl)cc(-c2ccc(F)cc2)n1. (4) Given the product CC(=O)Oc1ccccc1C(=O)NC(S(=O)C(C)C)C(Cl)(Cl)Cl, predict the reactants needed to synthesize it. The reactants are: CC(=O)Oc1ccccc1C(=O)NC(SC(C)C)C(Cl)(Cl)Cl.OO. (5) Given the product Cc1cc(C(=O)N(O)C2CCCCC2)c(C)o1, predict the reactants needed to synthesize it. The reactants are: Cc1cc(C(=O)Cl)c(C)o1.ONC1CCCCC1.